From a dataset of NCI-60 drug combinations with 297,098 pairs across 59 cell lines. Regression. Given two drug SMILES strings and cell line genomic features, predict the synergy score measuring deviation from expected non-interaction effect. (1) Drug 1: C1=NC2=C(N=C(N=C2N1C3C(C(C(O3)CO)O)O)F)N. Drug 2: CS(=O)(=O)OCCCCOS(=O)(=O)C. Cell line: MDA-MB-435. Synergy scores: CSS=10.1, Synergy_ZIP=-1.78, Synergy_Bliss=0.244, Synergy_Loewe=3.35, Synergy_HSA=-0.935. (2) Drug 1: CC1=C(C(CCC1)(C)C)C=CC(=CC=CC(=CC(=O)O)C)C. Drug 2: C(CN)CNCCSP(=O)(O)O. Cell line: MDA-MB-435. Synergy scores: CSS=5.03, Synergy_ZIP=-0.269, Synergy_Bliss=2.84, Synergy_Loewe=3.56, Synergy_HSA=2.52. (3) Drug 1: C1CCC(C1)C(CC#N)N2C=C(C=N2)C3=C4C=CNC4=NC=N3. Drug 2: C1=NNC2=C1C(=O)NC=N2. Cell line: NCI-H322M. Synergy scores: CSS=0.895, Synergy_ZIP=2.67, Synergy_Bliss=4.08, Synergy_Loewe=0.314, Synergy_HSA=1.38.